This data is from Reaction yield outcomes from USPTO patents with 853,638 reactions. The task is: Predict the reaction yield, written as a fraction of the theoretical maximum amount of product (1.0 means a 100% yield; for example, 0.34 means a 34% yield). (1) The reactants are C([O:8][C:9]1[CH:10]=[C:11]2[C:16](=[C:17]([C:19]([NH2:21])=[O:20])[CH:18]=1)[N:15]=[CH:14][N:13]=[C:12]2[NH:22][CH:23]([C:28]1[CH:33]=[CH:32][CH:31]=[C:30]([Cl:34])[CH:29]=1)[CH2:24][N:25]([CH3:27])[CH3:26])C1C=CC=CC=1. The catalyst is Br. The product is [Cl:34][C:30]1[CH:29]=[C:28]([CH:23]([NH:22][C:12]2[C:11]3[C:16](=[C:17]([C:19]([NH2:21])=[O:20])[CH:18]=[C:9]([OH:8])[CH:10]=3)[N:15]=[CH:14][N:13]=2)[CH2:24][N:25]([CH3:27])[CH3:26])[CH:33]=[CH:32][CH:31]=1. The yield is 0.130. (2) The reactants are [CH2:1]([N:8]1[CH2:12][CH2:11][CH2:10][CH:9]1[CH2:13][N:14]1[C:18]2=[N:19][CH:20]=[CH:21][CH:22]=[C:17]2[CH:16]=[CH:15]1)[C:2]1[CH:7]=[CH:6][CH:5]=[CH:4][CH:3]=1.[Cl:23][C:24]1[CH:25]=[C:26]([S:30](Cl)(=[O:32])=[O:31])[CH:27]=[CH:28][CH:29]=1. The catalyst is [N+](C1C=CC=CC=1)([O-])=O.FC(F)(F)S([O-])(=O)=O.[Ag+]. The product is [CH2:1]([N:8]1[CH2:12][CH2:11][CH2:10][CH:9]1[CH2:13][N:14]1[C:18]2=[N:19][CH:20]=[CH:21][CH:22]=[C:17]2[C:16]([S:30]([C:26]2[CH:27]=[CH:28][CH:29]=[C:24]([Cl:23])[CH:25]=2)(=[O:32])=[O:31])=[CH:15]1)[C:2]1[CH:7]=[CH:6][CH:5]=[CH:4][CH:3]=1. The yield is 0.270. (3) The reactants are C1(P(C2C=CC=CC=2)C2C=CC=CC=2)C=CC=CC=1.[CH3:20][Si:21]([C:24]#[CH:25])([CH3:23])[CH3:22].C(N(CC)CC)C.Br[C:34]1[CH:39]=[C:38]([S:40]([C:43]2[CH:48]=[CH:47][C:46]([S:49]([CH3:52])(=[O:51])=[O:50])=[CH:45][CH:44]=2)(=[O:42])=[O:41])[CH:37]=[CH:36][C:35]=1[NH:53][C:54](=[O:62])[C@:55]([OH:61])([CH3:60])[C:56]([F:59])([F:58])[F:57]. The catalyst is C1COCC1.Cl[Pd](Cl)([P](C1C=CC=CC=1)(C1C=CC=CC=1)C1C=CC=CC=1)[P](C1C=CC=CC=1)(C1C=CC=CC=1)C1C=CC=CC=1.[Cu]I.C(OCC)(=O)C. The product is [CH3:20][Si:21]([CH3:23])([CH3:22])[C:24]#[C:25][C:34]1[CH:39]=[C:38]([S:40]([C:43]2[CH:44]=[CH:45][C:46]([S:49]([CH3:52])(=[O:51])=[O:50])=[CH:47][CH:48]=2)(=[O:42])=[O:41])[CH:37]=[CH:36][C:35]=1[NH:53][C:54](=[O:62])[C@:55]([OH:61])([CH3:60])[C:56]([F:58])([F:59])[F:57]. The yield is 0.890.